This data is from Peptide-MHC class II binding affinity with 134,281 pairs from IEDB. The task is: Regression. Given a peptide amino acid sequence and an MHC pseudo amino acid sequence, predict their binding affinity value. This is MHC class II binding data. The binding affinity (normalized) is 0.271. The MHC is HLA-DPA10301-DPB10402 with pseudo-sequence HLA-DPA10301-DPB10402. The peptide sequence is EVDMTPADALDDFDL.